From a dataset of Peptide-MHC class I binding affinity with 185,985 pairs from IEDB/IMGT. Regression. Given a peptide amino acid sequence and an MHC pseudo amino acid sequence, predict their binding affinity value. This is MHC class I binding data. (1) The peptide sequence is HPRHYATIM. The MHC is HLA-B07:02 with pseudo-sequence HLA-B07:02. The binding affinity (normalized) is 0.864. (2) The binding affinity (normalized) is 0. The MHC is HLA-B44:02 with pseudo-sequence HLA-B44:02. The peptide sequence is KRWIIMGLNK. (3) The peptide sequence is ILGGVLHTK. The MHC is HLA-A33:01 with pseudo-sequence HLA-A33:01. The binding affinity (normalized) is 0.193. (4) The peptide sequence is GTFEFTSFF. The MHC is HLA-A32:07 with pseudo-sequence HLA-A32:07. The binding affinity (normalized) is 0.706.